From a dataset of Reaction yield outcomes from USPTO patents with 853,638 reactions. Predict the reaction yield, written as a fraction of the theoretical maximum amount of product (1.0 means a 100% yield; for example, 0.34 means a 34% yield). (1) The reactants are [NH2:1][C:2]1[CH:30]=[CH:29][C:5]([C:6]([NH:8][CH2:9][CH2:10][NH:11][C:12]([C:14]2[C:15]([C:25]([F:28])([F:27])[F:26])=[N:16][N:17]([C:19]3[CH:24]=[CH:23][CH:22]=[CH:21][CH:20]=3)[CH:18]=2)=[O:13])=[O:7])=[CH:4][N:3]=1.C(N(CC)CC)C.[C:38](Cl)(=[O:40])[CH3:39]. The yield is 0.690. The catalyst is C(Cl)Cl. The product is [C:38]([NH:1][C:2]1[CH:30]=[CH:29][C:5]([C:6]([NH:8][CH2:9][CH2:10][NH:11][C:12]([C:14]2[C:15]([C:25]([F:28])([F:27])[F:26])=[N:16][N:17]([C:19]3[CH:24]=[CH:23][CH:22]=[CH:21][CH:20]=3)[CH:18]=2)=[O:13])=[O:7])=[CH:4][N:3]=1)(=[O:40])[CH3:39]. (2) The reactants are [Br:1][C:2]1[CH:3]=[C:4]2[C:8](=[CH:9][CH:10]=1)[NH:7][C:6](=[O:11])[C:5]2=O.[NH:13]([C:15](=[O:28])[CH2:16][CH2:17][C:18]1[CH:27]=[CH:26][C:21]([C:22]([NH:24][NH2:25])=[O:23])=[CH:20][CH:19]=1)[NH2:14]. The catalyst is C(O)(=O)C. The product is [Br:1][C:2]1[CH:3]=[C:4]2[C:8](=[CH:9][CH:10]=1)[NH:7][C:6](=[O:11])[C:5]2=[N:25][NH:24][C:22](=[O:23])[C:21]1[CH:26]=[CH:27][C:18]([CH2:17][CH2:16][C:15]([NH:13][N:14]=[C:5]2[C:4]3[C:8](=[CH:9][CH:10]=[C:2]([Br:1])[CH:3]=3)[NH:7][C:6]2=[O:11])=[O:28])=[CH:19][CH:20]=1. The yield is 0.790. (3) The reactants are [CH2:1]([S:13][CH:14]([CH3:27])[CH2:15][C:16]([CH:18]1[C:23]([CH3:25])([CH3:24])[CH2:22][CH:21]=[CH:20][CH:19]1[CH3:26])=[O:17])[CH2:2][CH2:3][CH2:4][CH2:5][CH2:6][CH2:7][CH2:8][CH2:9][CH2:10][CH2:11][CH3:12].CC[OH:30]. The catalyst is CO.O. The product is [CH2:1]([S:13]([CH:14]([CH3:27])[CH2:15][C:16]([CH:18]1[C:23]([CH3:24])([CH3:25])[CH2:22][CH:21]=[CH:20][CH:19]1[CH3:26])=[O:17])=[O:30])[CH2:2][CH2:3][CH2:4][CH2:5][CH2:6][CH2:7][CH2:8][CH2:9][CH2:10][CH2:11][CH3:12]. The yield is 0.380.